From a dataset of Forward reaction prediction with 1.9M reactions from USPTO patents (1976-2016). Predict the product of the given reaction. (1) Given the reactants [C:1]([O:5][C:6](=[O:13])[NH:7][CH2:8][C:9]([OH:12])([CH3:11])[CH3:10])([CH3:4])([CH3:3])[CH3:2].C(N(C(C)C)C(C)C)C.[C:23](OC(=O)C)(=[O:25])[CH3:24], predict the reaction product. The product is: [C:23]([O:12][C:9]([CH3:11])([CH3:10])[CH2:8][NH:7][C:6]([O:5][C:1]([CH3:4])([CH3:2])[CH3:3])=[O:13])(=[O:25])[CH3:24]. (2) Given the reactants [N+:1]([C:4]1[CH:5]=[C:6]([CH2:10][C:11]([NH:13][CH:14]2[CH2:17][O:16][CH2:15]2)=[O:12])[CH:7]=[CH:8][CH:9]=1)([O-])=O, predict the reaction product. The product is: [NH2:1][C:4]1[CH:5]=[C:6]([CH2:10][C:11]([NH:13][CH:14]2[CH2:17][O:16][CH2:15]2)=[O:12])[CH:7]=[CH:8][CH:9]=1. (3) Given the reactants C([CH:3](O)[CH2:4][CH2:5][C:6]1[CH:11]=[CH:10][C:9]([O:12][CH2:13][CH2:14][CH2:15][CH2:16][C:17]#[CH:18])=[CH:8][CH:7]=1)C.N1C(C)=CC=CC=1C.FC(F)(F)S(OS(C(F)(F)F)(=O)=O)(=O)=O.[CH3:43][C:44]1[CH:49]=[CH:48][C:47]([S:50]([NH:53][C@@H:54]([C@H:61]([NH2:68])[C:62]2[CH:67]=[CH:66][CH:65]=[CH:64][CH:63]=2)[C:55]2[CH:60]=[CH:59][CH:58]=[CH:57][CH:56]=2)(=[O:52])=[O:51])=[CH:46][CH:45]=1.CCN(CC)CC, predict the reaction product. The product is: [CH2:13]([O:12][C:9]1[CH:8]=[CH:7][C:6]([CH2:5][CH2:4][CH2:3][NH:68][C@H:61]([C:62]2[CH:63]=[CH:64][CH:65]=[CH:66][CH:67]=2)[C@H:54]([NH:53][S:50]([C:47]2[CH:46]=[CH:45][C:44]([CH3:43])=[CH:49][CH:48]=2)(=[O:52])=[O:51])[C:55]2[CH:56]=[CH:57][CH:58]=[CH:59][CH:60]=2)=[CH:11][CH:10]=1)[CH2:14][CH2:15][CH2:16][C:17]#[CH:18]. (4) The product is: [F:21][C:18]1[CH:17]=[CH:16][C:15]([CH2:14][O:13][C:12]2[CH:11]=[N:10][N:9]([C:22]3[CH:23]=[CH:24][C:25]([O:28][CH:29]4[CH2:34][CH2:33][CH2:32][CH2:31][O:30]4)=[CH:26][CH:27]=3)[C:8](=[O:35])[CH:7]=2)=[CH:20][CH:19]=1. Given the reactants O1CCCC1.Br[C:7]1[C:8](=[O:35])[N:9]([C:22]2[CH:27]=[CH:26][C:25]([O:28][CH:29]3[CH2:34][CH2:33][CH2:32][CH2:31][O:30]3)=[CH:24][CH:23]=2)[N:10]=[CH:11][C:12]=1[O:13][CH2:14][C:15]1[CH:20]=[CH:19][C:18]([F:21])=[CH:17][CH:16]=1.CCCCCC.C([Li])CCC.CO, predict the reaction product. (5) Given the reactants [F:1][C:2]1[CH:3]=[C:4]([NH:23]C(=O)C)[CH:5]=[CH:6][C:7]=1[O:8][C:9]1[CH:14]=[CH:13][N:12]=[C:11]([NH:15][C:16]2[CH:21]=[CH:20][C:19]([F:22])=[CH:18][CH:17]=2)[N:10]=1.Cl.CO, predict the reaction product. The product is: [NH2:23][C:4]1[CH:5]=[CH:6][C:7]([O:8][C:9]2[CH:14]=[CH:13][N:12]=[C:11]([NH:15][C:16]3[CH:17]=[CH:18][C:19]([F:22])=[CH:20][CH:21]=3)[N:10]=2)=[C:2]([F:1])[CH:3]=1. (6) Given the reactants [OH2:1].[NH2:2][NH2:3].[C:4]([O-:7])([O-])=O.[K+].[K+].CO[C:12]1[CH:13]=[C:14]([CH:18]=[CH:19][CH:20]=1)[C:15](Cl)=O.[CH:21](Cl)(Cl)Cl, predict the reaction product. The product is: [CH3:21][O:1][C:13]1[C:14]([CH3:15])=[C:18]([CH:19]=[CH:20][CH:12]=1)[C:4]([NH:2][NH2:3])=[O:7]. (7) The product is: [NH2:47][C:15]1[C:16]2[C:11](=[CH:10][C:9]([C:7]([N:4]3[CH2:5][CH2:6][C:2]([F:32])([F:1])[CH2:3]3)=[O:8])=[CH:18][CH:17]=2)[C:12]([C:20]2[CH:25]=[CH:24][C:23]([C:26]3[CH:27]=[N:28][N:29]([CH3:31])[CH:30]=3)=[CH:22][CH:21]=2)=[CH:13][N:14]=1. Given the reactants [F:1][C:2]1([F:32])[CH2:6][CH2:5][N:4]([C:7]([C:9]2[CH:10]=[C:11]3[C:16](=[CH:17][CH:18]=2)[CH:15]=[N+:14]([O-])[CH:13]=[C:12]3[C:20]2[CH:25]=[CH:24][C:23]([C:26]3[CH:27]=[N:28][N:29]([CH3:31])[CH:30]=3)=[CH:22][CH:21]=2)=[O:8])[CH2:3]1.S(Cl)(C1C=CC(C)=CC=1)(=O)=O.C(C[NH2:47])O, predict the reaction product. (8) Given the reactants C(OC(=O)[NH:7][CH:8]([C:34](=[O:38])[N:35]([CH3:37])[CH3:36])[CH2:9][C:10]1[CH:15]=[CH:14][C:13]([O:16][C:17]2[CH:22]=[CH:21][C:20]([CH:23]=[C:24]3[C:32]4[C:27](=[CH:28][CH:29]=[CH:30][CH:31]=4)[NH:26][C:25]3=[O:33])=[CH:19][CH:18]=2)=[CH:12][CH:11]=1)(C)(C)C.C(Cl)[Cl:41], predict the reaction product. The product is: [ClH:41].[NH2:7][CH:8]([CH2:9][C:10]1[CH:11]=[CH:12][C:13]([O:16][C:17]2[CH:22]=[CH:21][C:20]([CH:23]=[C:24]3[C:32]4[C:27](=[CH:28][CH:29]=[CH:30][CH:31]=4)[NH:26][C:25]3=[O:33])=[CH:19][CH:18]=2)=[CH:14][CH:15]=1)[C:34]([N:35]([CH3:37])[CH3:36])=[O:38]. (9) Given the reactants [C:1]1([C:7]2[CH:13]=[CH:12][CH:11]=[CH:10][C:8]=2[NH2:9])[CH:6]=[CH:5][CH:4]=[CH:3][CH:2]=1.[NH4+].[Br-:15].OO.C([O-])([O-])=O.[Na+].[Na+], predict the reaction product. The product is: [Br:15][C:12]1[CH:11]=[CH:10][C:8]([NH2:9])=[C:7]([C:1]2[CH:2]=[CH:3][CH:4]=[CH:5][CH:6]=2)[CH:13]=1. (10) The product is: [O:16]=[C:9]1[C:10]2[C:15](=[CH:14][CH:13]=[CH:12][CH:11]=2)[C:6]([CH2:5][C:4]2[CH:3]=[C:2]([N:1]3[C:20](=[O:21])[CH2:23][C:24]4([CH2:28][CH2:27][CH2:26][CH2:25]4)[C:29]3=[O:30])[CH:19]=[CH:18][CH:17]=2)=[N:7][NH:8]1. Given the reactants [NH2:1][C:2]1[CH:3]=[C:4]([CH:17]=[CH:18][CH:19]=1)[CH2:5][C:6]1[C:15]2[C:10](=[CH:11][CH:12]=[CH:13][CH:14]=2)[C:9](=[O:16])[NH:8][N:7]=1.[C:20]([CH2:23][C:24]1([C:29](O)=[O:30])[CH2:28][CH2:27][CH2:26][CH2:25]1)(O)=[O:21], predict the reaction product.